This data is from Forward reaction prediction with 1.9M reactions from USPTO patents (1976-2016). The task is: Predict the product of the given reaction. (1) Given the reactants [CH2:1]([O:3][C:4]([C@@H:6]1[C@H:11]([NH2:12])[CH2:10][CH2:9][N:8]([CH2:13][CH2:14][S:15][C:16]2[CH:25]=[N:24][C:23]3[C:18](=[CH:19][C:20]([O:26][CH3:27])=[CH:21][CH:22]=3)[N:17]=2)[CH2:7]1)=[O:5])[CH3:2].[O:28]=[C:29]1[NH:34][C:33]2[CH:35]=[C:36]([C:39](O)=[O:40])[CH:37]=[CH:38][C:32]=2[S:31][CH2:30]1, predict the reaction product. The product is: [CH2:1]([O:3][C:4]([C@@H:6]1[C@H:11]([NH:12][C:39]([C:36]2[CH:37]=[CH:38][C:32]3[S:31][CH2:30][C:29](=[O:28])[NH:34][C:33]=3[CH:35]=2)=[O:40])[CH2:10][CH2:9][N:8]([CH2:13][CH2:14][S:15][C:16]2[CH:25]=[N:24][C:23]3[C:18](=[CH:19][C:20]([O:26][CH3:27])=[CH:21][CH:22]=3)[N:17]=2)[CH2:7]1)=[O:5])[CH3:2]. (2) Given the reactants [C:1](Cl)(Cl)=[O:2].C1(C)C=CC=CC=1.[Cl:12][C:13]1[C:14]([F:20])=[C:15]([CH:17]=[CH:18][CH:19]=1)[NH2:16].C(N(CC)CC)C.Cl.[CH3:29][N:30]1[CH2:35][CH2:34][N:33]([C:36]2[CH:41]=[C:40]([C:42]3[CH:51]=[C:50]4[C:45]([CH2:46][CH2:47][NH:48][CH2:49]4)=[CH:44][CH:43]=3)[N:39]=[C:38]([NH2:52])[N:37]=2)[CH2:32][CH2:31]1, predict the reaction product. The product is: [NH2:52][C:38]1[N:39]=[C:40]([C:42]2[CH:51]=[C:50]3[C:45]([CH2:46][CH2:47][N:48]([C:1]([NH:16][C:15]4[CH:17]=[CH:18][CH:19]=[C:13]([Cl:12])[C:14]=4[F:20])=[O:2])[CH2:49]3)=[CH:44][CH:43]=2)[CH:41]=[C:36]([N:33]2[CH2:32][CH2:31][N:30]([CH3:29])[CH2:35][CH2:34]2)[N:37]=1. (3) The product is: [CH3:1][O:2][C:3]1[CH:8]=[C:7]([CH2:9][CH2:10][C:11]2[CH:16]=[CH:15][CH:14]=[CH:13][CH:12]=2)[CH:6]=[CH:5][N:4]=1. Given the reactants [CH3:1][O:2][C:3]1[CH:8]=[C:7](/[CH:9]=[CH:10]/[C:11]2[CH:16]=[CH:15][CH:14]=[CH:13][CH:12]=2)[CH:6]=[CH:5][N:4]=1, predict the reaction product. (4) Given the reactants [CH2:1]([O:3][C:4](=[O:33])[CH2:5][NH:6][CH2:7][C:8]1[CH:13]=[CH:12][CH:11]=[C:10]([O:14][CH2:15][CH2:16][C:17]2[N:18]=[C:19]([C:23]3[CH:28]=[CH:27][C:26]([C:29]([F:32])([F:31])[F:30])=[CH:25][CH:24]=3)[O:20][C:21]=2[CH3:22])[CH:9]=1)[CH3:2].[CH:34]([N:37]([S:39](Cl)(=[O:41])=[O:40])[CH3:38])([CH3:36])[CH3:35].C(N(CC)CC)C, predict the reaction product. The product is: [CH2:1]([O:3][C:4](=[O:33])[CH2:5][N:6]([S:39]([N:37]([CH:34]([CH3:36])[CH3:35])[CH3:38])(=[O:41])=[O:40])[CH2:7][C:8]1[CH:13]=[CH:12][CH:11]=[C:10]([O:14][CH2:15][CH2:16][C:17]2[N:18]=[C:19]([C:23]3[CH:28]=[CH:27][C:26]([C:29]([F:30])([F:32])[F:31])=[CH:25][CH:24]=3)[O:20][C:21]=2[CH3:22])[CH:9]=1)[CH3:2]. (5) Given the reactants [H-].[Al+3].[Li+].[H-].[H-].[H-].[F:7][C:8]1[CH:27]=[CH:26][C:11]([C:12]([C:14]2[CH:22]=[CH:21][C:17]([C:18](O)=[O:19])=[CH:16][C:15]=2[C:23](O)=[O:24])=O)=[CH:10][CH:9]=1.Cl, predict the reaction product. The product is: [F:7][C:8]1[CH:27]=[CH:26][C:11]([CH:12]2[C:14]3[C:15](=[CH:16][C:17]([CH2:18][OH:19])=[CH:21][CH:22]=3)[CH2:23][O:24]2)=[CH:10][CH:9]=1. (6) The product is: [CH2:1]([O:3][CH2:4][CH2:5][CH2:6][NH:7][CH2:8][C:9]1[S:13][C:12]([C:18]2[CH:19]=[C:20]3[C:24](=[C:25]([C:27]([NH2:29])=[O:28])[CH:26]=2)[NH:23][CH:22]=[C:21]3[CH:30]2[CH2:31][CH2:32][N:33]([S:36]([CH2:39][CH3:40])(=[O:37])=[O:38])[CH2:34][CH2:35]2)=[CH:11][CH:10]=1)[CH3:2]. Given the reactants [CH2:1]([O:3][CH2:4][CH2:5][CH2:6][NH:7][CH2:8][C:9]1[S:13][C:12](B(O)O)=[CH:11][CH:10]=1)[CH3:2].Br[C:18]1[CH:19]=[C:20]2[C:24](=[C:25]([C:27]([NH2:29])=[O:28])[CH:26]=1)[NH:23][CH:22]=[C:21]2[CH:30]1[CH2:35][CH2:34][N:33]([S:36]([CH2:39][CH3:40])(=[O:38])=[O:37])[CH2:32][CH2:31]1.C([O-])([O-])=O.[K+].[K+], predict the reaction product. (7) Given the reactants Cl.[NH2:2][C:3]1[C:4]2[C:14]([O:15][CH2:16][C:17]([NH2:20])([CH3:19])[CH3:18])=[CH:13][CH:12]=[CH:11][C:5]=2[NH:6][S:7](=[O:10])(=[O:9])[N:8]=1.[N:21]1([C:26]2[CH:27]=[C:28]([CH:32]=[CH:33][N:34]=2)[C:29](O)=[O:30])[CH:25]=[CH:24][CH:23]=[N:22]1, predict the reaction product. The product is: [NH2:2][C:3]1[C:4]2[C:14]([O:15][CH2:16][C:17]([NH:20][C:29](=[O:30])[C:28]3[CH:32]=[CH:33][N:34]=[C:26]([N:21]4[CH:25]=[CH:24][CH:23]=[N:22]4)[CH:27]=3)([CH3:18])[CH3:19])=[CH:13][CH:12]=[CH:11][C:5]=2[NH:6][S:7](=[O:10])(=[O:9])[N:8]=1. (8) Given the reactants [OH:1][C@@H:2]([C:20]1[CH:25]=[CH:24][CH:23]=[CH:22][C:21]=1[CH3:26])[CH2:3][CH2:4][C:5]1[C:15]([CH2:16][O:17][CH3:18])=[CH:14][C:8]2[N:9]([CH3:13])[C:10]([CH3:12])=[N:11][C:7]=2[C:6]=1[OH:19].[C:27]1([P:33]([C:40]2[CH:45]=[CH:44][CH:43]=[CH:42][CH:41]=2)[C:34]2[CH:39]=[CH:38][CH:37]=[CH:36][CH:35]=2)[CH:32]=[CH:31][CH:30]=[CH:29][CH:28]=1.CC(OC(/N=N/C(OC(C)C)=O)=O)C, predict the reaction product. The product is: [CH3:18][O:17][CH2:16][C:15]1[C:5]2[CH2:4][CH2:3][CH:2]([C:20]3[CH:25]=[CH:24][CH:23]=[CH:22][C:21]=3[CH3:26])[O:19][C:6]=2[C:7]2[N:11]=[C:10]([CH3:12])[N:9]([CH3:13])[C:8]=2[CH:14]=1.[C:40]1([P:33](=[O:1])([C:27]2[CH:28]=[CH:29][CH:30]=[CH:31][CH:32]=2)[C:34]2[CH:39]=[CH:38][CH:37]=[CH:36][CH:35]=2)[CH:41]=[CH:42][CH:43]=[CH:44][CH:45]=1. (9) Given the reactants [Cl:1][C:2]1[CH:7]=[CH:6][C:5]([NH:8][CH:9]2[CH2:13][CH2:12][NH:11][CH2:10]2)=[CH:4][CH:3]=1.[O:14]1[CH2:16][CH:15]1[CH2:17][O:18][C:19]1[CH:24]=[CH:23][CH:22]=[CH:21][C:20]=1[NH:25][C:26](=[O:28])[CH3:27].C([O-])([O-])=O.[K+].[K+], predict the reaction product. The product is: [Cl:1][C:2]1[CH:3]=[CH:4][C:5]([NH:8][CH:9]2[CH2:13][CH2:12][N:11]([CH2:16][CH:15]([OH:14])[CH2:17][O:18][C:19]3[CH:24]=[CH:23][CH:22]=[CH:21][C:20]=3[NH:25][C:26](=[O:28])[CH3:27])[CH2:10]2)=[CH:6][CH:7]=1.